From a dataset of Forward reaction prediction with 1.9M reactions from USPTO patents (1976-2016). Predict the product of the given reaction. (1) The product is: [C:15]([C:12]1[CH:13]=[CH:14][C:9]([NH:8][CH2:7][C:6]([OH:42])=[O:5])=[C:10]([NH:17][C:18](=[O:41])[CH2:19][O:20][C:21]2[CH:26]=[CH:25][C:24]([O:27][CH:28]3[CH2:33][CH2:32][NH:31][CH2:30][CH2:29]3)=[CH:23][CH:22]=2)[CH:11]=1)#[N:16]. Given the reactants C([O:5][C:6](=[O:42])[CH2:7][NH:8][C:9]1[CH:14]=[CH:13][C:12]([C:15]#[N:16])=[CH:11][C:10]=1[NH:17][C:18](=[O:41])[CH2:19][O:20][C:21]1[CH:26]=[CH:25][C:24]([O:27][CH:28]2[CH2:33][CH2:32][N:31](C(OC(C)(C)C)=O)[CH2:30][CH2:29]2)=[CH:23][CH:22]=1)(C)(C)C, predict the reaction product. (2) The product is: [Br:1][C:2]1[CH:3]=[CH:4][C:5]2[O:10][CH2:9][C:8](=[O:11])[N:7]([CH2:14][CH2:15][CH2:16][O:17][CH3:18])[C:6]=2[CH:12]=1. Given the reactants [Br:1][C:2]1[CH:3]=[CH:4][C:5]2[O:10][CH2:9][C:8](=[O:11])[NH:7][C:6]=2[CH:12]=1.Cl[CH2:14][CH2:15][CH2:16][O:17][CH3:18].[F-].[K+].[I-].[K+], predict the reaction product.